This data is from Forward reaction prediction with 1.9M reactions from USPTO patents (1976-2016). The task is: Predict the product of the given reaction. (1) Given the reactants [C:1]([NH:4][C@H:5]([CH2:9][O:10][CH3:11])[C:6]([OH:8])=O)(=[O:3])[CH3:2].ClC(OCC(C)C)=O.CN1CCOCC1.[CH2:27]([NH2:34])[C:28]1[CH:33]=[CH:32][CH:31]=[CH:30][CH:29]=1, predict the reaction product. The product is: [C:1]([NH:4][C@H:5]([CH2:9][O:10][CH3:11])[C:6]([NH:34][CH2:27][C:28]1[CH:33]=[CH:32][CH:31]=[CH:30][CH:29]=1)=[O:8])(=[O:3])[CH3:2]. (2) The product is: [ClH:13].[NH2:1][CH2:2][C:3]1[C:4](=[O:12])[NH:5][C:6]([CH3:11])=[CH:7][C:8]=1[CH2:9][CH3:10]. Given the reactants [NH2:1][CH2:2][C:3]1[C:4](=[O:12])[NH:5][C:6]([CH3:11])=[CH:7][C:8]=1[CH2:9][CH3:10].[ClH:13].O1CCOCC1, predict the reaction product. (3) Given the reactants [CH:1]1[CH:2]=[CH:3][C:4]2[S:9][N:8]=[C:7]([N:10]3[CH2:15][CH2:14][N:13]([CH2:16][CH2:17][C:18]4[CH:19]=[C:20]5[CH2:28][C:26](=[O:27])[NH:25][C:21]5=[CH:22][C:23]=4[Cl:24])[CH2:12][CH2:11]3)[C:5]=2[CH:6]=1.[ClH:29].CO, predict the reaction product. The product is: [CH:1]1[CH:2]=[CH:3][C:4]2[S:9][N:8]=[C:7]([N:10]3[CH2:11][CH2:12][N:13]([CH2:16][CH2:17][C:18]4[CH:19]=[C:20]5[CH2:28][C:26](=[O:27])[NH:25][C:21]5=[CH:22][C:23]=4[Cl:24])[CH2:14][CH2:15]3)[C:5]=2[CH:6]=1.[ClH:29]. (4) Given the reactants [CH3:1][O:2][C:3]([N:5]1[CH2:10][CH:9]=[CH:8][C@H:7]2[S:11][C:12]([NH2:14])=[N:13][C@@H:6]12)=[O:4].C([O-])([O-])=O.[Na+].[Na+], predict the reaction product. The product is: [CH3:1][O:2][C:3](=[O:4])[NH:5][CH2:10][CH:9]=[CH:8][C:7]1[S:11][C:12](=[NH:14])[NH:13][CH:6]=1. (5) Given the reactants [CH:1]1([OH:7])[CH2:6][CH2:5][CH2:4][CH2:3][CH2:2]1.[N+](=[CH:10][C:11]([O:13][CH2:14][CH3:15])=[O:12])=[N-], predict the reaction product. The product is: [CH:1]1([O:7][CH2:10][C:11]([O:13][CH2:14][CH3:15])=[O:12])[CH2:6][CH2:5][CH2:4][CH2:3][CH2:2]1.